From a dataset of NCI-60 drug combinations with 297,098 pairs across 59 cell lines. Regression. Given two drug SMILES strings and cell line genomic features, predict the synergy score measuring deviation from expected non-interaction effect. (1) Cell line: SF-295. Drug 2: CN1C2=C(C=C(C=C2)N(CCCl)CCCl)N=C1CCCC(=O)O.Cl. Synergy scores: CSS=7.64, Synergy_ZIP=-1.56, Synergy_Bliss=0.335, Synergy_Loewe=-0.460, Synergy_HSA=0.916. Drug 1: CS(=O)(=O)C1=CC(=C(C=C1)C(=O)NC2=CC(=C(C=C2)Cl)C3=CC=CC=N3)Cl. (2) Drug 1: CC(CN1CC(=O)NC(=O)C1)N2CC(=O)NC(=O)C2. Drug 2: CC1=C(C(=O)C2=C(C1=O)N3CC4C(C3(C2COC(=O)N)OC)N4)N. Cell line: KM12. Synergy scores: CSS=19.4, Synergy_ZIP=-8.85, Synergy_Bliss=-14.1, Synergy_Loewe=-11.5, Synergy_HSA=-9.48.